From a dataset of Catalyst prediction with 721,799 reactions and 888 catalyst types from USPTO. Predict which catalyst facilitates the given reaction. (1) Reactant: [CH3:1][O:2][C:3]1[CH:8]=[CH:7][C:6]([N+:9]([O-:11])=[O:10])=[CH:5][C:4]=1[N:12]1[CH2:17][CH2:16][NH:15][CH2:14][CH2:13]1.[C:18]([O:22][C:23](O[C:23]([O:22][C:18]([CH3:21])([CH3:20])[CH3:19])=[O:24])=[O:24])([CH3:21])([CH3:20])[CH3:19].C(=O)([O-])[O-].[K+].[K+]. Product: [C:18]([O:22][C:23]([N:15]1[CH2:16][CH2:17][N:12]([C:4]2[CH:5]=[C:6]([N+:9]([O-:11])=[O:10])[CH:7]=[CH:8][C:3]=2[O:2][CH3:1])[CH2:13][CH2:14]1)=[O:24])([CH3:21])([CH3:20])[CH3:19]. The catalyst class is: 30. (2) Reactant: Cl.[NH:2]1[CH2:6][CH2:5][CH2:4][C@H:3]1[C:7]([OH:10])([CH3:9])[CH3:8].C(N(CC)CC)C.O.[C:19](Cl)(=[O:28])[O:20][CH2:21][C:22]1[CH:27]=[CH:26][CH:25]=[CH:24][CH:23]=1. Product: [OH:10][C:7]([C@@H:3]1[CH2:4][CH2:5][CH2:6][N:2]1[C:19]([O:20][CH2:21][C:22]1[CH:27]=[CH:26][CH:25]=[CH:24][CH:23]=1)=[O:28])([CH3:9])[CH3:8]. The catalyst class is: 68. (3) Reactant: [Cl:1][C:2]1[C:3]2[N:12]([C:13]3[C:18]([F:19])=[CH:17][CH:16]=[CH:15][C:14]=3[F:20])[N:11]=[C:10]([C:21]3[CH:29]=[CH:28][C:24]([C:25]([OH:27])=O)=[CH:23][CH:22]=3)[C:4]=2[C:5]([O:8][CH3:9])=[N:6][CH:7]=1.[NH2:30][CH2:31][CH2:32][OH:33].C(N(CC)CC)C.O. Product: [Cl:1][C:2]1[C:3]2[N:12]([C:13]3[C:14]([F:20])=[CH:15][CH:16]=[CH:17][C:18]=3[F:19])[N:11]=[C:10]([C:21]3[CH:22]=[CH:23][C:24]([C:25]([NH:30][CH2:31][CH2:32][OH:33])=[O:27])=[CH:28][CH:29]=3)[C:4]=2[C:5]([O:8][CH3:9])=[N:6][CH:7]=1. The catalyst class is: 3. (4) Reactant: [Cl:1][C:2]1[C:3]([F:11])=[C:4](N)[CH:5]=[C:6]([Cl:9])[C:7]=1[F:8].N([O-])=O.[Na+].[BrH:16]. Product: [Br:16][C:4]1[CH:5]=[C:6]([Cl:9])[C:7]([F:8])=[C:2]([Cl:1])[C:3]=1[F:11]. The catalyst class is: 6.